This data is from Forward reaction prediction with 1.9M reactions from USPTO patents (1976-2016). The task is: Predict the product of the given reaction. (1) Given the reactants C(O[C:6]([NH:8][C@H:9]1[CH2:14][CH2:13][C@H:12]([N:15]([CH2:40][CH2:41][CH3:42])[C:16]2[C:17]([CH3:39])=[C:18]([C:35]([O:37][CH3:38])=[O:36])[CH:19]=[C:20]([C:22]3[CH:27]=[CH:26][C:25]([CH2:28][N:29]4[CH2:34][CH2:33][O:32][CH2:31][CH2:30]4)=[CH:24][CH:23]=3)[CH:21]=2)[CH2:11][CH2:10]1)=O)(C)(C)C.[C:43](O)(C(F)(F)F)=O, predict the reaction product. The product is: [CH3:6][N:8]([CH3:43])[C@H:9]1[CH2:14][CH2:13][C@H:12]([N:15]([CH2:40][CH2:41][CH3:42])[C:16]2[C:17]([CH3:39])=[C:18]([C:35]([O:37][CH3:38])=[O:36])[CH:19]=[C:20]([C:22]3[CH:23]=[CH:24][C:25]([CH2:28][N:29]4[CH2:30][CH2:31][O:32][CH2:33][CH2:34]4)=[CH:26][CH:27]=3)[CH:21]=2)[CH2:11][CH2:10]1. (2) Given the reactants [CH3:1][O:2][C:3]1[CH:8]=[CH:7][N:6]=[C:5]([C:9]([O:11]C)=O)[CH:4]=1.[Li+].C[Si]([N-][Si](C)(C)C)(C)C.[Cl:23][C:24]1[N:29]=[C:28]([CH3:30])[CH:27]=[CH:26][N:25]=1, predict the reaction product. The product is: [Cl:23][C:24]1[N:29]=[C:28]([CH2:30][C:9]([C:5]2[CH:4]=[C:3]([O:2][CH3:1])[CH:8]=[CH:7][N:6]=2)=[O:11])[CH:27]=[CH:26][N:25]=1.